From a dataset of Reaction yield outcomes from USPTO patents with 853,638 reactions. Predict the reaction yield, written as a fraction of the theoretical maximum amount of product (1.0 means a 100% yield; for example, 0.34 means a 34% yield). (1) The reactants are [C:1]1(=[O:11])[O:6][C:4](=O)[C:3]2=[CH:7][CH:8]=[CH:9][CH:10]=[C:2]12.[NH2:12][C@@H:13]([CH2:18][OH:19])[CH2:14][CH:15]([CH3:17])[CH3:16].O. The catalyst is C1COCC1. The product is [OH:19][CH2:18][C@H:13]([N:12]1[C:1](=[O:11])[C:2]2[C:3](=[CH:7][CH:8]=[CH:9][CH:10]=2)[C:4]1=[O:6])[CH2:14][CH:15]([CH3:17])[CH3:16]. The yield is 0.470. (2) The reactants are [CH:1]([C:3]1[C:11]2[C:6](=[N:7][CH:8]=[C:9]([C:12]3[CH:13]=[C:14]([NH:18][C:19](=[O:24])[C:20]([CH3:23])([CH3:22])[CH3:21])[CH:15]=[N:16][CH:17]=3)[CH:10]=2)[N:5](C2CCCCO2)[N:4]=1)=O.[S].[F:32][C:33]1[CH:34]=[C:35]([C:39]2[C:40]([NH2:46])=[C:41]([NH2:45])[CH:42]=[N:43][CH:44]=2)[CH:36]=[CH:37][CH:38]=1.C(Cl)Cl.C(O)(C(F)(F)F)=O. The catalyst is C(O)CCC. The product is [F:32][C:33]1[CH:34]=[C:35]([C:39]2[C:40]3[N:46]=[C:1]([C:3]4[C:11]5[C:6](=[N:7][CH:8]=[C:9]([C:12]6[CH:13]=[C:14]([NH:18][C:19](=[O:24])[C:20]([CH3:22])([CH3:21])[CH3:23])[CH:15]=[N:16][CH:17]=6)[CH:10]=5)[NH:5][N:4]=4)[NH:45][C:41]=3[CH:42]=[N:43][CH:44]=2)[CH:36]=[CH:37][CH:38]=1. The yield is 0.720. (3) The reactants are [S:1]([N:11]1[C:15]2=[N:16][CH:17]=[C:18]([C:20]([O:22]C)=[O:21])[N:19]=[C:14]2[CH:13]=[CH:12]1)([C:4]1[CH:10]=[CH:9][C:7]([CH3:8])=[CH:6][CH:5]=1)(=[O:3])=[O:2].[ClH:24]. The catalyst is O1CCOCC1. The product is [ClH:24].[S:1]([N:11]1[C:15]2=[N:16][CH:17]=[C:18]([C:20]([OH:22])=[O:21])[N:19]=[C:14]2[CH:13]=[CH:12]1)([C:4]1[CH:5]=[CH:6][C:7]([CH3:8])=[CH:9][CH:10]=1)(=[O:3])=[O:2]. The yield is 0.720. (4) The reactants are O.[OH-].[Na+].[F:4][C:5]1[C:6]([CH2:14][C:15]#[N:16])=[CH:7][C:8]2[O:12][CH2:11][O:10][C:9]=2[CH:13]=1.Br[CH2:18][CH2:19]Cl. The catalyst is [Br-].C([N+](CCCC)(CCCC)CCCC)CCC.C1(C)C=CC=CC=1. The product is [F:4][C:5]1[C:6]([C:14]2([C:15]#[N:16])[CH2:19][CH2:18]2)=[CH:7][C:8]2[O:12][CH2:11][O:10][C:9]=2[CH:13]=1. The yield is 0.600. (5) The reactants are [BH4-].[Na+].[C:3]([O:7][C:8]([NH:10][C:11]1([C:26]([NH:28][CH:29]([C:35]2[CH:40]=[CH:39][C:38]([Cl:41])=[CH:37][CH:36]=2)[CH2:30][C:31](OC)=[O:32])=[O:27])[CH2:16][CH2:15][N:14]([C:17]2[C:18]3[CH:25]=[CH:24][NH:23][C:19]=3[N:20]=[CH:21][N:22]=2)[CH2:13][CH2:12]1)=[O:9])([CH3:6])([CH3:5])[CH3:4]. The catalyst is CCO.O. The product is [Cl:41][C:38]1[CH:37]=[CH:36][C:35]([CH:29]([NH:28][C:26]([C:11]2([NH:10][C:8](=[O:9])[O:7][C:3]([CH3:5])([CH3:4])[CH3:6])[CH2:12][CH2:13][N:14]([C:17]3[C:18]4[CH:25]=[CH:24][NH:23][C:19]=4[N:20]=[CH:21][N:22]=3)[CH2:15][CH2:16]2)=[O:27])[CH2:30][CH2:31][OH:32])=[CH:40][CH:39]=1. The yield is 0.301. (6) The reactants are [F:1][C:2]1[CH:3]=[CH:4][C:5]([CH3:19])=[C:6]([C:8]2[CH:17]=[C:16]3[C:11]([CH:12]=[C:13]([NH2:18])[N:14]=[CH:15]3)=[CH:10][CH:9]=2)[CH:7]=1.Cl[C:21]([O:23][CH:24]([CH3:26])[CH3:25])=[O:22]. The catalyst is N1C=CC=CC=1. The product is [F:1][C:2]1[CH:3]=[CH:4][C:5]([CH3:19])=[C:6]([C:8]2[CH:17]=[C:16]3[C:11]([CH:12]=[C:13]([NH:18][C:21](=[O:22])[O:23][CH:24]([CH3:26])[CH3:25])[N:14]=[CH:15]3)=[CH:10][CH:9]=2)[CH:7]=1. The yield is 0.740.